From a dataset of NCI-60 drug combinations with 297,098 pairs across 59 cell lines. Regression. Given two drug SMILES strings and cell line genomic features, predict the synergy score measuring deviation from expected non-interaction effect. Drug 1: CC(CN1CC(=O)NC(=O)C1)N2CC(=O)NC(=O)C2. Drug 2: CC1C(C(CC(O1)OC2CC(OC(C2O)C)OC3=CC4=CC5=C(C(=O)C(C(C5)C(C(=O)C(C(C)O)O)OC)OC6CC(C(C(O6)C)O)OC7CC(C(C(O7)C)O)OC8CC(C(C(O8)C)O)(C)O)C(=C4C(=C3C)O)O)O)O. Cell line: CCRF-CEM. Synergy scores: CSS=66.1, Synergy_ZIP=0.961, Synergy_Bliss=5.72, Synergy_Loewe=5.33, Synergy_HSA=5.48.